Predict which catalyst facilitates the given reaction. From a dataset of Catalyst prediction with 721,799 reactions and 888 catalyst types from USPTO. (1) Reactant: C([O:5][C:6]([C:8]1[CH:9]=[CH:10][C:11]([O:14][CH:15]([F:17])[F:16])=[N:12][CH:13]=1)=[CH2:7])CCC.[Br:18]N1C(=O)CCC1=O. Product: [Br:18][CH2:5][C:6]([C:8]1[CH:13]=[N:12][C:11]([O:14][CH:15]([F:17])[F:16])=[CH:10][CH:9]=1)=[O:7]. The catalyst class is: 731. (2) Reactant: [Br:1][C:2]1[CH:3]=[C:4]([OH:8])[CH:5]=[CH:6][CH:7]=1.N1C=CN=C1.[CH3:14][C:15]([Si:18](Cl)([CH3:20])[CH3:19])([CH3:17])[CH3:16]. Product: [Si:18]([O:8][C:4]1[CH:5]=[CH:6][CH:7]=[C:2]([Br:1])[CH:3]=1)([C:15]([CH3:17])([CH3:16])[CH3:14])([CH3:20])[CH3:19]. The catalyst class is: 2. (3) Reactant: Cl[C:2]1[CH:7]=[C:6]([C:8]2[CH:13]=[CH:12][C:11]([C:14]3[CH:19]=[CH:18][C:17]([F:20])=[CH:16][CH:15]=3)=[CH:10][CH:9]=2)[N:5]=[C:4]([C:21]([O:23][CH3:24])=[O:22])[CH:3]=1.[CH:25](B1OC(C)(C)C(C)(C)O1)=[CH2:26].[F-].C([N+](CCCC)(CCCC)CCCC)CCC. Product: [F:20][C:17]1[CH:18]=[CH:19][C:14]([C:11]2[CH:12]=[CH:13][C:8]([C:6]3[N:5]=[C:4]([C:21]([O:23][CH3:24])=[O:22])[CH:3]=[C:2]([CH:25]=[CH2:26])[CH:7]=3)=[CH:9][CH:10]=2)=[CH:15][CH:16]=1. The catalyst class is: 140.